Dataset: Forward reaction prediction with 1.9M reactions from USPTO patents (1976-2016). Task: Predict the product of the given reaction. (1) Given the reactants [Cl:1][C:2]1[CH:3]=[C:4]([N:38]2[CH2:43][CH2:42][O:41][CH2:40][CH2:39]2)[C:5]2[N:6]([C:8]([C:24]3[CH:36]=[CH:35][C:27]([C:28]([O:30]C(C)(C)C)=[O:29])=[C:26]([F:37])[CH:25]=3)=[C:9]([C@@H:11]3[CH2:13][C@@H:12]3[C:14]3[CH:23]=[CH:22][C:21]4[C:16](=[CH:17][CH:18]=[CH:19][CH:20]=4)[N:15]=3)[N:10]=2)[N:7]=1.[C:44]([OH:50])([C:46]([F:49])([F:48])[F:47])=[O:45], predict the reaction product. The product is: [F:47][C:46]([F:49])([F:48])[C:44]([OH:50])=[O:45].[Cl:1][C:2]1[CH:3]=[C:4]([N:38]2[CH2:43][CH2:42][O:41][CH2:40][CH2:39]2)[C:5]2[N:6]([C:8]([C:24]3[CH:36]=[CH:35][C:27]([C:28]([OH:30])=[O:29])=[C:26]([F:37])[CH:25]=3)=[C:9]([C@@H:11]3[CH2:13][C@@H:12]3[C:14]3[CH:23]=[CH:22][C:21]4[C:16](=[CH:17][CH:18]=[CH:19][CH:20]=4)[N:15]=3)[N:10]=2)[N:7]=1. (2) Given the reactants [Cl:1][C:2]1[CH:16]=[CH:15][C:5]([CH2:6][N:7]2[CH:12]=[C:11](Br)[CH:10]=[CH:9][C:8]2=[O:14])=[CH:4][CH:3]=1.[OH:17][CH2:18][C:19]1[CH:24]=[CH:23][C:22](B(O)O)=[CH:21][CH:20]=1, predict the reaction product. The product is: [Cl:1][C:2]1[CH:16]=[CH:15][C:5]([CH2:6][N:7]2[CH:12]=[C:11]([C:22]3[CH:23]=[CH:24][C:19]([CH2:18][OH:17])=[CH:20][CH:21]=3)[CH:10]=[CH:9][C:8]2=[O:14])=[CH:4][CH:3]=1. (3) Given the reactants F[C:2]1[CH:9]=[CH:8][C:5]([CH:6]=O)=[CH:4][CH:3]=1.Cl.[F:11][C:12]1([F:18])[CH2:17][CH2:16][NH:15][CH2:14][CH2:13]1.[NH2:19][C:20]1[C:25]([NH2:26])=[C:24]([C:27]2[C:32]3[CH2:33][O:34][C:35](=[O:37])[NH:36][C:31]=3[CH:30]=[CH:29][CH:28]=2)[CH:23]=[CH:22][N:21]=1.[C:38]([C:42]1[O:46][N:45]=[C:44](C([O-])=O)[N:43]=1)([CH3:41])([CH3:40])[CH3:39], predict the reaction product. The product is: [C:38]([C:42]1[O:46][N:45]=[C:44]([C:35]([NH:36][C:31]2[CH:30]=[CH:29][CH:28]=[C:27]([C:24]3[CH:23]=[CH:22][N:21]=[C:20]4[NH:19][C:6]([C:5]5[CH:8]=[CH:9][C:2]([N:15]6[CH2:16][CH2:17][C:12]([F:18])([F:11])[CH2:13][CH2:14]6)=[CH:3][CH:4]=5)=[N:26][C:25]=34)[C:32]=2[CH2:33][OH:34])=[O:37])[N:43]=1)([CH3:41])([CH3:40])[CH3:39]. (4) Given the reactants [CH2:1]([O:8][C:9]1[CH:14]=[CH:13][C:12]([C:15]2[N:19]([CH:20]3[CH2:25][CH2:24][CH2:23][CH2:22][CH2:21]3)[N:18]=[C:17](/[CH:26]=[C:27](\[CH3:33])/[C:28]([O:30]CC)=[O:29])[CH:16]=2)=[CH:11][CH:10]=1)[C:2]1[CH:7]=[CH:6][CH:5]=[CH:4][CH:3]=1.[Li+].[OH-], predict the reaction product. The product is: [CH2:1]([O:8][C:9]1[CH:10]=[CH:11][C:12]([C:15]2[N:19]([CH:20]3[CH2:25][CH2:24][CH2:23][CH2:22][CH2:21]3)[N:18]=[C:17](/[CH:26]=[C:27](\[CH3:33])/[C:28]([OH:30])=[O:29])[CH:16]=2)=[CH:13][CH:14]=1)[C:2]1[CH:3]=[CH:4][CH:5]=[CH:6][CH:7]=1.